Dataset: Full USPTO retrosynthesis dataset with 1.9M reactions from patents (1976-2016). Task: Predict the reactants needed to synthesize the given product. (1) The reactants are: C(N([C:13]1[CH:18]=[CH:17][C:16]([Cl:19])=[CH:15][CH:14]=1)CC(O)=O)(OC(C)(C)C)=O.C1N=CN([C:25]([N:27]2[CH:31]=[N:30][CH:29]=[CH:28]2)=[O:26])C=1.Cl.NC[C:35]1[CH:36]=[C:37]2[C:41](=[CH:42][CH:43]=1)[C:40](=[O:44])[N:39]([CH:45]1[CH2:50][CH2:49][C:48](=[O:51])[NH:47][C:46]1=[O:52])[CH2:38]2.[OH2:53]. Given the product [Cl:19][C:16]1[CH:15]=[CH:14][C:13]([CH:28]([NH:27][C:25](=[O:26])[O:44][CH2:40][CH2:41][CH2:37][CH3:36])[C:29]([NH:30][CH2:31][C:35]2[CH:36]=[C:37]3[C:41](=[CH:42][CH:43]=2)[C:40](=[O:44])[N:39]([CH:45]2[CH2:50][CH2:49][C:48](=[O:51])[NH:47][C:46]2=[O:52])[CH2:38]3)=[O:53])=[CH:18][CH:17]=1, predict the reactants needed to synthesize it. (2) The reactants are: F[C:2]1[C:7]([C:8]2[CH:13]=[CH:12][CH:11]=[CH:10][C:9]=2[F:14])=[CH:6][N:5]=[C:4]2[N:15]([S:18]([C:21]3[CH:26]=[CH:25][CH:24]=[CH:23][CH:22]=3)(=[O:20])=[O:19])[CH:16]=[CH:17][C:3]=12.[N:27]1([C:33]([O:35][C:36]([CH3:39])([CH3:38])[CH3:37])=[O:34])[CH2:32][CH2:31][NH:30][CH2:29][CH2:28]1.O. Given the product [F:14][C:9]1[CH:10]=[CH:11][CH:12]=[CH:13][C:8]=1[C:7]1[C:2]([N:30]2[CH2:29][CH2:28][N:27]([C:33]([O:35][C:36]([CH3:39])([CH3:38])[CH3:37])=[O:34])[CH2:32][CH2:31]2)=[C:3]2[CH:17]=[CH:16][N:15]([S:18]([C:21]3[CH:22]=[CH:23][CH:24]=[CH:25][CH:26]=3)(=[O:19])=[O:20])[C:4]2=[N:5][CH:6]=1, predict the reactants needed to synthesize it. (3) Given the product [NH2:1][C:4]1[CH:12]=[C:11]2[C:7]([CH2:8][C@@H:9]([C:13]([O:15][CH2:16][CH3:17])=[O:14])[NH:10]2)=[CH:6][CH:5]=1, predict the reactants needed to synthesize it. The reactants are: [N+:1]([C:4]1[CH:12]=[C:11]2[C:7]([CH2:8][C@@H:9]([C:13]([O:15][CH2:16][CH3:17])=[O:14])[NH:10]2)=[CH:6][CH:5]=1)([O-])=O.